Task: Regression. Given a peptide amino acid sequence and an MHC pseudo amino acid sequence, predict their binding affinity value. This is MHC class I binding data.. Dataset: Peptide-MHC class I binding affinity with 185,985 pairs from IEDB/IMGT (1) The MHC is HLA-B40:02 with pseudo-sequence HLA-B40:02. The peptide sequence is EEILGTVSW. The binding affinity (normalized) is 0.451. (2) The peptide sequence is RQFATAFEF. The MHC is Mamu-B3901 with pseudo-sequence Mamu-B3901. The binding affinity (normalized) is 0.595. (3) The peptide sequence is GSFRKICGF. The MHC is HLA-B18:01 with pseudo-sequence HLA-B18:01. The binding affinity (normalized) is 0.0847. (4) The MHC is HLA-A02:50 with pseudo-sequence HLA-A02:50. The peptide sequence is TTSDFFVNY. The binding affinity (normalized) is 0.0847. (5) The peptide sequence is KLYVNGKAY. The MHC is HLA-B58:01 with pseudo-sequence HLA-B58:01. The binding affinity (normalized) is 0.0847. (6) The peptide sequence is FKYDSTKPL. The MHC is HLA-B51:01 with pseudo-sequence HLA-B51:01. The binding affinity (normalized) is 0.0847. (7) The peptide sequence is VTSPLTVEY. The MHC is HLA-B58:01 with pseudo-sequence HLA-B58:01. The binding affinity (normalized) is 0.701.